Task: Predict the product of the given reaction.. Dataset: Forward reaction prediction with 1.9M reactions from USPTO patents (1976-2016) (1) Given the reactants [CH3:1][CH:2]([CH3:7])[CH2:3][CH2:4][CH2:5][OH:6].[ClH:8].[NH2:9][CH2:10][C:11](=[O:17])[CH2:12][CH2:13][C:14](O)=[O:15], predict the reaction product. The product is: [ClH:8].[NH2:9][CH2:10][C:11](=[O:17])[CH2:12][CH2:13][C:14]([O:6][CH2:5][CH2:4][CH2:3][CH:2]([CH3:7])[CH3:1])=[O:15]. (2) Given the reactants [CH:1]1([N:6]2[C:15]3[N:14]=[C:13]([C:16]4[CH:21]=[CH:20][N:19]=[C:18](F)[CH:17]=4)[N:12]=[CH:11][C:10]=3[N:9]([CH3:23])[C:8](=[O:24])[C@H:7]2[CH2:25][CH3:26])[CH2:5][CH2:4][CH2:3][CH2:2]1.[OH-:27].[Na+].[CH3:29]O, predict the reaction product. The product is: [CH:1]1([N:6]2[C:15]3[N:14]=[C:13]([C:16]4[CH:21]=[CH:20][N:19]=[C:18]([O:27][CH3:29])[CH:17]=4)[N:12]=[CH:11][C:10]=3[N:9]([CH3:23])[C:8](=[O:24])[C@H:7]2[CH2:25][CH3:26])[CH2:5][CH2:4][CH2:3][CH2:2]1. (3) Given the reactants [Cl:1][C:2]1[C:3]([F:28])=[C:4]([CH:25]=[CH:26][CH:27]=1)[NH:5][C:6]1[C:15]2[C:10](=[CH:11][C:12]([O:23][CH3:24])=[C:13]([O:16]N3CCCCC3)[CH:14]=2)[N:9]=[CH:8][N:7]=1.C([N:32]([CH:35]([CH3:37])C)[CH2:33][CH3:34])(C)C.Br[CH2:39][C:40]([NH2:42])=[O:41].[CH2:43](Cl)Cl, predict the reaction product. The product is: [C:40]([CH2:39][N:32]1[CH2:33][CH2:34][CH:43]([O:16][C:13]2[CH:14]=[C:15]3[C:10](=[CH:11][C:12]=2[O:23][CH3:24])[N:9]=[CH:8][N:7]=[C:6]3[NH:5][C:4]2[CH:25]=[CH:26][CH:27]=[C:2]([Cl:1])[C:3]=2[F:28])[CH2:37][CH2:35]1)(=[O:41])[NH2:42]. (4) Given the reactants [Br:1][C:2]1[CH:7]=[CH:6][C:5]([C@@H:8]2C[C@H:9]2[C:11]([O:13]CC)=O)=[CH:4][CH:3]=1.[CH3:16][C@@H:17]1[C@H:21]([C:22]2[CH:27]=[CH:26][CH:25]=[CH:24][CH:23]=2)[O:20][C:19](=[O:28])[NH:18]1.CCN(CC)CC, predict the reaction product. The product is: [Br:1][C:2]1[CH:3]=[CH:4][C:5]([CH:8]=[CH:9][C:11]([N:18]2[C@@H:17]([CH3:16])[C@H:21]([C:22]3[CH:27]=[CH:26][CH:25]=[CH:24][CH:23]=3)[O:20][C:19]2=[O:28])=[O:13])=[CH:6][CH:7]=1.